Dataset: Forward reaction prediction with 1.9M reactions from USPTO patents (1976-2016). Task: Predict the product of the given reaction. (1) Given the reactants Br[C:2]1[O:6][C:5]([C:7]([O:9][CH2:10][CH3:11])=[O:8])=[CH:4][CH:3]=1.[F:12][C:13]([F:28])([F:27])[C:14]1[CH:15]=[C:16](B(O)O)[CH:17]=[C:18]([C:20]([F:23])([F:22])[F:21])[CH:19]=1.C([O-])([O-])=O.[Na+].[Na+], predict the reaction product. The product is: [F:12][C:13]([F:27])([F:28])[C:14]1[CH:15]=[C:16]([C:2]2[O:6][C:5]([C:7]([O:9][CH2:10][CH3:11])=[O:8])=[CH:4][CH:3]=2)[CH:17]=[C:18]([C:20]([F:21])([F:22])[F:23])[CH:19]=1. (2) Given the reactants [CH2:1]([C:3]([C:15]1[CH:20]=[CH:19][C:18]([OH:21])=[C:17]([CH3:22])[CH:16]=1)([C:6]1[CH:11]=[CH:10][C:9]([C:12]#[CH:13])=[C:8]([CH3:14])[CH:7]=1)[CH2:4][CH3:5])[CH3:2].[CH3:23][C:24]([CH3:31])([CH2:27][CH2:28][CH2:29][CH3:30])[CH:25]=[O:26], predict the reaction product. The product is: [CH2:1]([C:3]([C:15]1[CH:20]=[CH:19][C:18]([OH:21])=[C:17]([CH3:22])[CH:16]=1)([C:6]1[CH:11]=[CH:10][C:9]([C:12]#[C:13][CH:25]([OH:26])[C:24]([CH3:31])([CH3:23])[CH2:27][CH2:28][CH2:29][CH3:30])=[C:8]([CH3:14])[CH:7]=1)[CH2:4][CH3:5])[CH3:2]. (3) Given the reactants C([O:3][C:4](=[O:19])[CH2:5][CH:6]1[O:10][B:9]([OH:11])[C:8]2[CH:12]=[C:13]([OH:18])[CH:14]=[C:15]([CH2:16]Br)[C:7]1=2)C.[CH2:20]([NH:22][CH2:23][CH3:24])[CH3:21], predict the reaction product. The product is: [CH2:20]([N:22]([CH2:16][C:15]1[C:7]2[CH:6]([CH2:5][C:4]([OH:3])=[O:19])[O:10][B:9]([OH:11])[C:8]=2[CH:12]=[C:13]([OH:18])[CH:14]=1)[CH2:23][CH3:24])[CH3:21]. (4) Given the reactants [F:1][C:2]1[CH:20]=[CH:19][CH:18]=[CH:17][C:3]=1[CH2:4][N:5]1[C:9]2=[N:10][CH:11]=[CH:12][CH:13]=[C:8]2[C:7]([C:14](=[NH:16])[NH2:15])=[N:6]1.[F:21][CH:22]([C:28](=O)[CH3:29])[C:23](OCC)=[O:24], predict the reaction product. The product is: [F:21][C:22]1[C:23]([OH:24])=[N:16][C:14]([C:7]2[C:8]3[C:9](=[N:10][CH:11]=[CH:12][CH:13]=3)[N:5]([CH2:4][C:3]3[CH:17]=[CH:18][CH:19]=[CH:20][C:2]=3[F:1])[N:6]=2)=[N:15][C:28]=1[CH3:29]. (5) The product is: [ClH:1].[Cl:16][CH2:15][CH2:14][CH2:13][O:12][C:8]1[CH:7]=[C:6]2[C:11]([C:2]([NH:19][C:20]3[CH:24]=[CH:23][N:22]([CH2:25][C:26]([NH:28][C:29]4[CH:34]=[CH:33][CH:32]=[C:31]([F:35])[C:30]=4[F:36])=[O:27])[N:21]=3)=[N:3][CH:4]=[N:5]2)=[CH:10][CH:9]=1. Given the reactants [Cl:1][C:2]1[C:11]2[C:6](=[CH:7][C:8]([O:12][CH2:13][CH2:14][CH2:15][Cl:16](=O)=O)=[CH:9][CH:10]=2)[N:5]=[CH:4][N:3]=1.[NH2:19][C:20]1[CH:24]=[CH:23][N:22]([CH2:25][C:26]([NH:28][C:29]2[CH:34]=[CH:33][CH:32]=[C:31]([F:35])[C:30]=2[F:36])=[O:27])[N:21]=1, predict the reaction product. (6) The product is: [Br:19][C:16]1[CH:17]=[CH:18][C:13]([C:11]2[N:12]=[C:8]([N:7]3[C@H:4]([C:3]([O:2][CH3:1])=[O:20])[CH2:5][O:6][C:29]3=[O:31])[S:9][CH:10]=2)=[CH:14][CH:15]=1. Given the reactants [CH3:1][O:2][C:3](=[O:20])[CH:4]([NH:7][C:8]1[S:9][CH:10]=[C:11]([C:13]2[CH:18]=[CH:17][C:16]([Br:19])=[CH:15][CH:14]=2)[N:12]=1)[CH2:5][OH:6].C(N(CC)CC)C.Cl[C:29](Cl)([O:31]C(=O)OC(Cl)(Cl)Cl)Cl, predict the reaction product. (7) Given the reactants [CH3:1][O:2][C:3]1[CH:4]=[C:5]2[C:10](=[CH:11][C:12]=1[O:13][CH3:14])[N:9]=[CH:8][N:7]=[C:6]2[O:15][C:16]1[CH:22]=[CH:21][C:19]([NH2:20])=[C:18]([N+:23]([O-:25])=[O:24])[CH:17]=1.ClC(Cl)(O[C:30](=[O:36])OC(Cl)(Cl)Cl)Cl.[CH2:38]([NH2:42])[CH2:39][CH2:40][CH3:41].CO, predict the reaction product. The product is: [CH2:38]([NH:42][C:30]([NH:20][C:19]1[CH:21]=[CH:22][C:16]([O:15][C:6]2[C:5]3[C:10](=[CH:11][C:12]([O:13][CH3:14])=[C:3]([O:2][CH3:1])[CH:4]=3)[N:9]=[CH:8][N:7]=2)=[CH:17][C:18]=1[N+:23]([O-:25])=[O:24])=[O:36])[CH2:39][CH2:40][CH3:41]. (8) Given the reactants C[Si]([N-][Si](C)(C)C)(C)C.[Li+].F[B-](F)(F)F.C(P(C(C)(C)C)C(C)(C)C)(C)(C)C.[CH2:29]([O:31][C:32]([C:34]1([C:44]2[CH:49]=[CH:48][C:47](Br)=[CH:46][N:45]=2)[CH2:43][CH2:42][C:37]2([O:41][CH2:40][CH2:39][O:38]2)[CH2:36][CH2:35]1)=[O:33])[CH3:30].[F-].C([N+:56](CCCC)(CCCC)CCCC)CCC.C(=O)(O)[O-].[Na+], predict the reaction product. The product is: [CH2:29]([O:31][C:32]([C:34]1([C:44]2[CH:49]=[CH:48][C:47]([NH2:56])=[CH:46][N:45]=2)[CH2:43][CH2:42][C:37]2([O:41][CH2:40][CH2:39][O:38]2)[CH2:36][CH2:35]1)=[O:33])[CH3:30]. (9) Given the reactants [NH2:1][C:2]1[C:7]2[C:8]([C:11]3[CH:16]=[CH:15][C:14]([O:17][C:18]4[CH:23]=[CH:22][CH:21]=[CH:20][CH:19]=4)=[CH:13][CH:12]=3)=[CH:9][S:10][C:6]=2[C:5](/[CH:24]=[CH:25]/[C:26](OCC)=[O:27])=[CH:4][N:3]=1.CC(C[AlH]CC(C)C)C.CO, predict the reaction product. The product is: [NH2:1][C:2]1[C:7]2[C:8]([C:11]3[CH:12]=[CH:13][C:14]([O:17][C:18]4[CH:23]=[CH:22][CH:21]=[CH:20][CH:19]=4)=[CH:15][CH:16]=3)=[CH:9][S:10][C:6]=2[C:5](/[CH:24]=[CH:25]/[CH2:26][OH:27])=[CH:4][N:3]=1. (10) Given the reactants [OH:1][C:2]1[CH:3]=[C:4]([CH:7]=[CH:8][CH:9]=1)[CH:5]=[O:6].C(=O)([O-])[O-].[K+].[K+].[CH2:16](I)[CH:17]([CH3:19])[CH3:18], predict the reaction product. The product is: [CH2:16]([O:1][C:2]1[CH:3]=[C:4]([CH:7]=[CH:8][CH:9]=1)[CH:5]=[O:6])[CH:17]([CH3:19])[CH3:18].